From a dataset of Forward reaction prediction with 1.9M reactions from USPTO patents (1976-2016). Predict the product of the given reaction. (1) Given the reactants [CH2:1]([C:3]1([CH2:11][CH3:12])[C:7](=[O:8])[CH:6]([CH3:9])[NH:5][C:4]1=[O:10])[CH3:2].Br[C:14]1[CH:21]=[CH:20][C:17]([C:18]#[N:19])=[C:16]([Cl:22])[CH:15]=1.C(=O)([O-])[O-].[Cs+].[Cs+].C1(P(C2C=CC=CC=2)C2C3OC4C(=CC=CC=4P(C4C=CC=CC=4)C4C=CC=CC=4)C(C)(C)C=3C=CC=2)C=CC=CC=1, predict the reaction product. The product is: [Cl:22][C:16]1[CH:15]=[C:14]([N:5]2[CH:6]([CH3:9])[C:7](=[O:8])[C:3]([CH2:1][CH3:2])([CH2:11][CH3:12])[C:4]2=[O:10])[CH:21]=[CH:20][C:17]=1[C:18]#[N:19]. (2) Given the reactants CO[C:3](=[O:28])[C:4]1[CH:9]=[CH:8][C:7]([O:10][CH2:11][C:12]2[C:13]([C:21]3[CH:26]=[CH:25][C:24]([F:27])=[CH:23][CH:22]=3)=[N:14][O:15][C:16]=2[C:17]([F:20])([F:19])[F:18])=[N:6][CH:5]=1.[CH:29]([NH2:32])([CH3:31])[CH3:30], predict the reaction product. The product is: [F:27][C:24]1[CH:25]=[CH:26][C:21]([C:13]2[C:12]([CH2:11][O:10][C:7]3[CH:8]=[CH:9][C:4]([C:3]([NH:32][CH:29]([CH3:31])[CH3:30])=[O:28])=[CH:5][N:6]=3)=[C:16]([C:17]([F:18])([F:20])[F:19])[O:15][N:14]=2)=[CH:22][CH:23]=1. (3) Given the reactants [Cl:1][C:2]1[CH:28]=[CH:27][C:5]([CH2:6][N:7]2[C:15]3[C:10](=[CH:11][C:12]([CH:16]=[C:17]4[S:21][C:20](SCCC)=[N:19][C:18]4=[O:26])=[CH:13][CH:14]=3)[CH:9]=[N:8]2)=[C:4]([C:29]([F:32])([F:31])[F:30])[CH:3]=1.[NH:33]1[CH2:37][CH2:36][CH2:35][CH2:34]1, predict the reaction product. The product is: [Cl:1][C:2]1[CH:28]=[CH:27][C:5]([CH2:6][N:7]2[C:15]3[C:10](=[CH:11][C:12]([CH:16]=[C:17]4[S:21][C:20]([N:33]5[CH2:37][CH2:36][CH2:35][CH2:34]5)=[N:19][C:18]4=[O:26])=[CH:13][CH:14]=3)[CH:9]=[N:8]2)=[C:4]([C:29]([F:32])([F:31])[F:30])[CH:3]=1. (4) Given the reactants [CH3:1][C:2]([CH3:12])([CH2:5][C:6]1[CH:11]=[CH:10][CH:9]=[CH:8][CH:7]=1)[CH:3]=O.[C:13]([NH2:21])(=[O:20])[C:14]1[CH:19]=[CH:18][CH:17]=[N:16][CH:15]=1.[NH:22]1[C:26]2[CH:27]=[CH:28][CH:29]=[CH:30][C:25]=2[N:24]=[N:23]1.C1(C)C=CC(S(O)(=O)=O)=CC=1, predict the reaction product. The product is: [N:22]1([CH:3]([NH:21][C:13](=[O:20])[C:14]2[CH:19]=[CH:18][CH:17]=[N:16][CH:15]=2)[C:2]([CH3:12])([CH3:1])[CH2:5][C:6]2[CH:11]=[CH:10][CH:9]=[CH:8][CH:7]=2)[C:26]2[CH:27]=[CH:28][CH:29]=[CH:30][C:25]=2[N:24]=[N:23]1.